Dataset: Full USPTO retrosynthesis dataset with 1.9M reactions from patents (1976-2016). Task: Predict the reactants needed to synthesize the given product. (1) Given the product [CH3:1][O:2][C:3]([O:5][CH2:6][C@:7]12[C:20](=[O:21])[CH2:30][CH:19]([C:22]([O:24][CH3:25])=[O:23])[CH2:18][CH2:17][C@@H:16]1[C@:15]1([CH3:26])[CH:10]([CH2:9][CH2:8]2)[C:11]([CH3:28])([CH3:27])[CH2:12][CH2:13][CH2:14]1)=[O:4], predict the reactants needed to synthesize it. The reactants are: [CH3:1][O:2][C:3]([O:5][CH2:6][C@:7]12[C:20](=[O:21])[CH:19]([C:22]([O:24][CH3:25])=[O:23])[CH2:18][CH2:17][C@@H:16]1[C@:15]1([CH3:26])[CH:10]([C:11]([CH3:28])([CH3:27])[CH2:12][CH2:13][CH2:14]1)[CH2:9][CH2:8]2)=[O:4].[Zn](CC)[CH2:30]C.C(I)I. (2) Given the product [Br:1][CH2:21][C:19]1[CH:18]=[CH:17][C:14]([C:15]#[N:16])=[C:13]([F:12])[CH:20]=1, predict the reactants needed to synthesize it. The reactants are: [Br:1]N1C(=O)CCC1=O.CSC.[F:12][C:13]1[CH:20]=[C:19]([CH2:21]O)[CH:18]=[CH:17][C:14]=1[C:15]#[N:16]. (3) Given the product [Br:31][C:32]1[C:40]2[C:35](=[CH:36][N:37]=[CH:38][CH:39]=2)[N:34]([CH2:13][C:14]2[N:18]([CH2:19][CH2:20][CH:21]([CH3:23])[CH3:22])[C:17]3[CH:24]=[CH:25][C:26]([C:28]#[N:29])=[CH:27][C:16]=3[N:15]=2)[N:33]=1, predict the reactants needed to synthesize it. The reactants are: C(N1C2C=CC=CC=2N([CH2:13][C:14]2[N:18]([CH2:19][CH2:20][CH:21]([CH3:23])[CH3:22])[C:17]3[CH:24]=[CH:25][C:26]([C:28]#[N:29])=[CH:27][C:16]=3[N:15]=2)C1=O)(C)C.[Br:31][C:32]1[C:40]2[C:35](=[CH:36][N:37]=[CH:38][CH:39]=2)[NH:34][N:33]=1.